This data is from Catalyst prediction with 721,799 reactions and 888 catalyst types from USPTO. The task is: Predict which catalyst facilitates the given reaction. (1) Reactant: [Br:1][C:2]1[CH:3]=[C:4]2[C:9](=[CH:10][CH:11]=1)[N:8]=[CH:7][N:6]=[C:5]2[C:12]1[CH:13]=[C:14]([CH:18]=[CH:19][CH:20]=1)[C:15]([OH:17])=O.CN(C(ON1N=NC2C=CC=CC1=2)=[N+](C)C)C.F[P-](F)(F)(F)(F)F.CCN(C(C)C)C(C)C.[N:54]1([C:60](=[O:62])[CH3:61])[CH2:59][CH2:58][NH:57][CH2:56][CH2:55]1. Product: [Br:1][C:2]1[CH:3]=[C:4]2[C:9](=[CH:10][CH:11]=1)[N:8]=[CH:7][N:6]=[C:5]2[C:12]1[CH:13]=[C:14]([CH:18]=[CH:19][CH:20]=1)[C:15]([N:57]1[CH2:58][CH2:59][N:54]([C:60](=[O:62])[CH3:61])[CH2:55][CH2:56]1)=[O:17]. The catalyst class is: 2. (2) Reactant: [O:1]1[C@H:3]([C@@H:4]([NH:12][C:13](=[O:24])[C@H:14]([C:20]([CH3:23])([CH3:22])[CH3:21])[NH:15][C:16]([O:18][CH3:19])=[O:17])[CH2:5][C:6]2[CH:11]=[CH:10][CH:9]=[CH:8][CH:7]=2)[CH2:2]1.[CH3:25][O:26][C:27]([NH:29][C@H:30]([C:35]([NH:37][NH:38][CH2:39][C:40]1[CH:45]=[CH:44][C:43]([C:46]2[CH:51]=[CH:50][CH:49]=[CH:48][N:47]=2)=[CH:42][CH:41]=1)=[O:36])[C:31]([CH3:34])([CH3:33])[CH3:32])=[O:28]. Product: [CH3:21][C:20]([C@H:14]([NH:15][C:16]([O:18][CH3:19])=[O:17])[C:13]([NH:12][C@H:4]([C@@H:3]([OH:1])[CH2:2][N:38]([NH:37][C:35]([C@@H:30]([NH:29][C:27]([O:26][CH3:25])=[O:28])[C:31]([CH3:34])([CH3:33])[CH3:32])=[O:36])[CH2:39][C:40]1[CH:41]=[CH:42][C:43]([C:46]2[CH:51]=[CH:50][CH:49]=[CH:48][N:47]=2)=[CH:44][CH:45]=1)[CH2:5][C:6]1[CH:7]=[CH:8][CH:9]=[CH:10][CH:11]=1)=[O:24])([CH3:22])[CH3:23]. The catalyst class is: 91. (3) Reactant: [CH:1]1[C:10]2[C:5](=[CH:6][CH:7]=[CH:8][CH:9]=2)[CH:4]=[CH:3][C:2]=1[C:11]1[CH:18]=[CH:17][CH:16]=[CH:15][C:12]=1[CH2:13]O.O=S(Cl)[Cl:21]. Product: [CH:1]1[C:10]2[C:5](=[CH:6][CH:7]=[CH:8][CH:9]=2)[CH:4]=[CH:3][C:2]=1[C:11]1[CH:18]=[CH:17][CH:16]=[CH:15][C:12]=1[CH2:13][Cl:21]. The catalyst class is: 26. (4) Reactant: [NH2:1][CH2:2][C:3]1[CH:4]=[C:5]([C:12]2[NH:16][C:15](=[O:17])[N:14]([C:18]3[CH:23]=[CH:22][C:21]([C:24]([F:27])([F:26])[F:25])=[CH:20][CH:19]=3)[N:13]=2)[C:6]([CH:9]([F:11])[F:10])=[N:7][CH:8]=1.[C:28](Cl)(=[O:32])[CH:29]([CH3:31])[CH3:30]. Product: [F:10][CH:9]([F:11])[C:6]1[N:7]=[CH:8][C:3]([CH2:2][NH:1][C:28](=[O:32])[CH:29]([CH3:31])[CH3:30])=[CH:4][C:5]=1[C:12]1[NH:16][C:15](=[O:17])[N:14]([C:18]2[CH:23]=[CH:22][C:21]([C:24]([F:26])([F:25])[F:27])=[CH:20][CH:19]=2)[N:13]=1. The catalyst class is: 2. (5) Reactant: [F:1][CH:2]([F:27])[O:3][CH:4]=[C:5]([C:20]1[CH:25]=[CH:24][C:23]([Cl:26])=[CH:22][CH:21]=1)[C:6]([NH:8][CH2:9][CH2:10][C:11]1[CH:16]=[CH:15][C:14]([OH:17])=[C:13]([O:18][CH3:19])[CH:12]=1)=[O:7].CN(C)C=O.Cl[CH2:34][C:35]#[CH:36].[H-].[Na+]. Product: [F:27][CH:2]([F:1])[O:3][CH:4]=[C:5]([C:20]1[CH:25]=[CH:24][C:23]([Cl:26])=[CH:22][CH:21]=1)[C:6]([NH:8][CH2:9][CH2:10][C:11]1[CH:16]=[CH:15][C:14]([O:17][CH2:36][C:35]#[CH:34])=[C:13]([O:18][CH3:19])[CH:12]=1)=[O:7]. The catalyst class is: 6. (6) Reactant: C([O:5]C([N:8]1[CH2:12][C@@H:11]([NH:13][C:14]([NH:16][C:17]2[CH:22]=[C:21]([O:23][CH3:24])[C:20]([O:25][CH3:26])=[C:19]([O:27][CH3:28])[CH:18]=2)=[O:15])[C@H:10]([N:29]2[CH2:34][CH2:33][CH:32]([CH2:35][C:36]3[CH:41]=[CH:40][C:39]([Cl:42])=[CH:38][CH:37]=3)[CH2:31][CH2:30]2)[CH2:9]1)=O)(C)(C)C.CO. Product: [NH4+:8].[OH-:5].[Cl:42][C:39]1[CH:40]=[CH:41][C:36]([CH2:35][CH:32]2[CH2:31][CH2:30][N:29]([C@@H:10]3[CH2:9][NH:8][CH2:12][C@H:11]3[NH:13][C:14]([NH:16][C:17]3[CH:18]=[C:19]([O:27][CH3:28])[C:20]([O:25][CH3:26])=[C:21]([O:23][CH3:24])[CH:22]=3)=[O:15])[CH2:34][CH2:33]2)=[CH:37][CH:38]=1. The catalyst class is: 209. (7) Reactant: [Cl:1][C:2]1[CH:7]=[CH:6][CH:5]=[CH:4][C:3]=1[N:8]1[C:12]([C:13]2[S:14][C:15]([C:18]3[CH:23]=[CH:22][CH:21]=[C:20]([S:24]([CH3:27])(=O)=[O:25])[CH:19]=3)=[CH:16][CH:17]=2)=[CH:11][C:10]([C:28]([NH2:31])([CH3:30])[CH3:29])=[N:9]1.C([O-])([O-])=O.[K+].[K+].Br[CH2:39][CH2:40][CH2:41][CH2:42]Br. Product: [Cl:1][C:2]1[CH:7]=[CH:6][CH:5]=[CH:4][C:3]=1[N:8]1[C:12]([C:13]2[S:14][C:15]([C:18]3[CH:23]=[CH:22][CH:21]=[C:20]([S:24]([CH3:27])=[O:25])[CH:19]=3)=[CH:16][CH:17]=2)=[CH:11][C:10]([C:28]([CH3:29])([N:31]2[CH2:42][CH2:41][CH2:40][CH2:39]2)[CH3:30])=[N:9]1. The catalyst class is: 14. (8) Reactant: [CH3:1][C:2]1[CH:8]=[CH:7][C:5]([NH2:6])=[CH:4][C:3]=1[N:9]1[C:16]2[N:12]([N:13]=[C:14]([C:17]3[CH:18]=[N:19][CH:20]=[CH:21][CH:22]=3)[CH:15]=2)[CH:11]=[CH:10]1.[Br:23][C:24]1[CH:25]=[C:26]([CH:30]=[C:31]([S:33]([F:38])([F:37])([F:36])([F:35])[F:34])[CH:32]=1)[C:27](O)=[O:28].CN(C(ON1N=NC2C=CC=NC1=2)=[N+](C)C)C.F[P-](F)(F)(F)(F)F.C(N(CC)C(C)C)(C)C. Product: [Br:23][C:24]1[CH:25]=[C:26]([CH:30]=[C:31]([S:33]([F:38])([F:34])([F:35])([F:36])[F:37])[CH:32]=1)[C:27]([NH:6][C:5]1[CH:7]=[CH:8][C:2]([CH3:1])=[C:3]([N:9]2[C:16]3[N:12]([N:13]=[C:14]([C:17]4[CH:18]=[N:19][CH:20]=[CH:21][CH:22]=4)[CH:15]=3)[CH:11]=[CH:10]2)[CH:4]=1)=[O:28]. The catalyst class is: 18. (9) Reactant: [CH3:1][N:2]1[C:6]([NH2:7])=[CH:5][C:4]([CH3:8])=[N:3]1.[C:9]([O-])(=[O:11])[CH3:10].[K+].C(OC(=O)C)(=O)C. Product: [CH3:1][N:2]1[C:6]([NH:7][C:9](=[O:11])[CH3:10])=[CH:5][C:4]([CH3:8])=[N:3]1. The catalyst class is: 25. (10) Reactant: [F:1][C:2]1[CH:7]=[CH:6][CH:5]=[C:4]([F:8])[C:3]=1[N:9]1[CH2:13][CH2:12][C:11]([NH2:14])=[N:10]1.C(N(CC)CC)C.[Br:22][C:23]1[CH:31]=[CH:30][CH:29]=[CH:28][C:24]=1[C:25](Cl)=[O:26]. Product: [Br:22][C:23]1[CH:31]=[CH:30][CH:29]=[CH:28][C:24]=1[C:25]([NH:14][C:11]1[CH2:12][CH2:13][N:9]([C:3]2[C:2]([F:1])=[CH:7][CH:6]=[CH:5][C:4]=2[F:8])[N:10]=1)=[O:26]. The catalyst class is: 4.